This data is from Reaction yield outcomes from USPTO patents with 853,638 reactions. The task is: Predict the reaction yield, written as a fraction of the theoretical maximum amount of product (1.0 means a 100% yield; for example, 0.34 means a 34% yield). (1) The reactants are [H-].[Na+].[Br:3][C:4]1[C:12]2[C:11]([Cl:13])=[N:10][CH:9]=[N:8][C:7]=2[NH:6][CH:5]=1.Cl[CH2:15][O:16][CH2:17][CH2:18][Si:19]([CH3:22])([CH3:21])[CH3:20].O. The catalyst is CN(C)C=O. The product is [Br:3][C:4]1[C:12]2[C:11]([Cl:13])=[N:10][CH:9]=[N:8][C:7]=2[N:6]([CH2:15][O:16][CH2:17][CH2:18][Si:19]([CH3:22])([CH3:21])[CH3:20])[CH:5]=1. The yield is 0.760. (2) The reactants are C(OC([NH:8][C@H:9]([C:11]([NH:13][CH:14]1[N:20]=[C:19]([C:21]2[CH:26]=[CH:25][CH:24]=[CH:23][CH:22]=2)[C:18]2[CH:27]=[CH:28][CH:29]=[CH:30][C:17]=2[N:16]([CH2:31][C:32](=[O:39])[C:33]2[CH:38]=[CH:37][CH:36]=[CH:35][CH:34]=2)[C:15]1=[O:40])=[O:12])[CH3:10])=O)(C)(C)C.C(O)(C(F)(F)F)=O.C(Cl)Cl. No catalyst specified. The product is [NH2:8][C@H:9]([C:11]([NH:13][CH:14]1[N:20]=[C:19]([C:21]2[CH:26]=[CH:25][CH:24]=[CH:23][CH:22]=2)[C:18]2[CH:27]=[CH:28][CH:29]=[CH:30][C:17]=2[N:16]([CH2:31][C:32](=[O:39])[C:33]2[CH:38]=[CH:37][CH:36]=[CH:35][CH:34]=2)[C:15]1=[O:40])=[O:12])[CH3:10]. The yield is 0.940. (3) The yield is 0.320. The catalyst is C(O)C. The reactants are [CH3:1][N:2]1[C:6]2[CH:7]=[CH:8][CH:9]=[CH:10][C:5]=2[N:4]=[C:3]1[CH2:11][N:12]([CH:28]1[C:37]2[N:36]=[CH:35][CH:34]=[CH:33][C:32]=2[CH2:31][CH2:30][CH2:29]1)[CH2:13][CH2:14][CH2:15][CH2:16][N:17]1C(=O)C2C(=CC=CC=2)C1=O.O.NN. The product is [CH3:1][N:2]1[C:6]2[CH:7]=[CH:8][CH:9]=[CH:10][C:5]=2[N:4]=[C:3]1[CH2:11][N:12]([CH:28]1[C:37]2[N:36]=[CH:35][CH:34]=[CH:33][C:32]=2[CH2:31][CH2:30][CH2:29]1)[CH2:13][CH2:14][CH2:15][CH2:16][NH2:17]. (4) The reactants are [Br:1][C:2]1[CH:10]=[C:9]2[C:5]([C:6]([C:15]#[N:16])=[CH:7][N:8]2[CH:11]2[CH2:14][CH2:13][CH2:12]2)=[CH:4][CH:3]=1.C(OB(OC(C)C)OC(C)C)(C)C.[Li+].CC([N-]C(C)C)C.[C:38]([O:42][C:43](=[O:52])[NH:44][C:45]1[CH:50]=[CH:49][C:48](I)=[CH:47][CH:46]=1)([CH3:41])([CH3:40])[CH3:39].C([O-])([O-])=O.[K+].[K+]. The catalyst is C1COCC1.C1C=CC(P(C2C=CC=CC=2)[C-]2C=CC=C2)=CC=1.C1C=CC(P(C2C=CC=CC=2)[C-]2C=CC=C2)=CC=1.Cl[Pd]Cl.[Fe+2].CN(C=O)C. The product is [C:38]([O:42][C:43](=[O:52])[NH:44][C:45]1[CH:46]=[CH:47][C:48]([C:7]2[N:8]([CH:11]3[CH2:14][CH2:13][CH2:12]3)[C:9]3[C:5]([C:6]=2[C:15]#[N:16])=[CH:4][CH:3]=[C:2]([Br:1])[CH:10]=3)=[CH:49][CH:50]=1)([CH3:41])([CH3:39])[CH3:40]. The yield is 0.530. (5) The reactants are [N+:1](/[CH:4]=[CH:5]/[CH2:6][CH:7]([CH3:9])[CH3:8])([O-:3])=[O:2].[N:10]1[CH:15]=[CH:14][CH:13]=[CH:12][C:11]=1[CH:16]=[O:17].CCOCC.[Na+].[Cl-]. The catalyst is C(Cl)Cl. The product is [CH3:8][CH:7]([CH3:9])[CH2:6][C@@H:5]([CH2:4][N+:1]([O-:3])=[O:2])[C:16]([C:11]1[CH:12]=[CH:13][CH:14]=[CH:15][N:10]=1)=[O:17]. The yield is 0.990. (6) The reactants are [Cl:1][C:2]1[CH:3]=[C:4]2[C:12](=[CH:13][CH:14]=1)[NH:11][C:10]1[CH:9]([NH2:15])[CH2:8][CH2:7][CH2:6][C:5]2=1.CS([C:20]1[N:25]=[CH:24][CH:23]=[CH:22][N:21]=1)(=O)=O. The catalyst is CN(C)C=O.CCOC(C)=O. The product is [Cl:1][C:2]1[CH:3]=[C:4]2[C:12](=[CH:13][CH:14]=1)[NH:11][C:10]1[CH:9]([NH:15][C:20]3[N:25]=[CH:24][CH:23]=[CH:22][N:21]=3)[CH2:8][CH2:7][CH2:6][C:5]2=1. The yield is 0.120. (7) The reactants are [CH3:1][C:2]1[C:3]([C:14]2[CH:15]=[N:16][C:17]([CH3:20])=[CH:18][CH:19]=2)=[N:4][N:5]([C:8]2[CH:13]=[CH:12][CH:11]=[CH:10][CH:9]=2)[C:6]=1[NH2:7].C1(C2C=CC([CH2:30][O:31]C)=CC=2CN)CC1.[CH:35]1([C:40]2[CH:45]=[CH:44][C:43]([CH2:46][O:47][CH3:48])=[CH:42][C:41]=2[CH2:49][NH2:50])[CH2:39][CH2:38][CH2:37][CH2:36]1. No catalyst specified. The product is [CH:35]1([C:40]2[CH:45]=[CH:44][C:43]([CH2:46][O:47][CH3:48])=[CH:42][C:41]=2[CH2:49][NH:50][C:30]([NH:7][C:6]2[N:5]([C:8]3[CH:9]=[CH:10][CH:11]=[CH:12][CH:13]=3)[N:4]=[C:3]([C:14]3[CH:15]=[N:16][C:17]([CH3:20])=[CH:18][CH:19]=3)[C:2]=2[CH3:1])=[O:31])[CH2:36][CH2:37][CH2:38][CH2:39]1. The yield is 0.410. (8) The reactants are [Li+].[BH4-].[N+:3]([C:6]1[CH:29]=[CH:28][C:9]([CH2:10][O:11][C:12]([N:14]2[CH2:19][CH2:18][N:17]3[N:20]=[C:21]([C:23](OCC)=[O:24])[CH:22]=[C:16]3[CH2:15]2)=[O:13])=[CH:8][CH:7]=1)([O-:5])=[O:4].Cl.C([O-])([O-])=O.[K+].[K+]. The catalyst is CO.C1COCC1. The product is [N+:3]([C:6]1[CH:29]=[CH:28][C:9]([CH2:10][O:11][C:12]([N:14]2[CH2:19][CH2:18][N:17]3[N:20]=[C:21]([CH2:23][OH:24])[CH:22]=[C:16]3[CH2:15]2)=[O:13])=[CH:8][CH:7]=1)([O-:5])=[O:4]. The yield is 0.950.